Dataset: Full USPTO retrosynthesis dataset with 1.9M reactions from patents (1976-2016). Task: Predict the reactants needed to synthesize the given product. (1) Given the product [C:20]([CH2:21][CH2:16][CH:11]([C:3]1[CH:4]=[CH:5][C:6]([N+:8]([O-:10])=[O:9])=[CH:7][C:2]=1[F:1])[C:12]([O:14][CH3:15])=[O:13])#[N:23], predict the reactants needed to synthesize it. The reactants are: [F:1][C:2]1[CH:7]=[C:6]([N+:8]([O-:10])=[O:9])[CH:5]=[CH:4][C:3]=1[CH:11]([C:16](OC)=O)[C:12]([O:14][CH3:15])=[O:13].[C:20](#[N:23])[CH:21]=C.CO[Na]. (2) Given the product [Br:1][C:2]1[C:3]([N:20]2[CH2:25][CH2:24][CH2:23][C@@H:22]([NH:26][C:27]([O:28][C:29]([CH3:30])([CH3:32])[CH3:31])=[O:33])[CH2:21]2)=[C:4]2[C:10]([NH:11][C:12](=[O:19])[C:13]3[CH:18]=[CH:17][CH:16]=[N:15][CH:14]=3)=[CH:9][N:8]([C:39]([O:38][C:35]([CH3:37])([CH3:36])[CH3:34])=[O:40])[C:5]2=[N:6][CH:7]=1, predict the reactants needed to synthesize it. The reactants are: [Br:1][C:2]1[C:3]([N:20]2[CH2:25][CH2:24][CH2:23][C@@H:22]([NH:26][C:27](=[O:33])[O:28][C:29]([CH3:32])([CH3:31])[CH3:30])[CH2:21]2)=[C:4]2[C:10]([NH:11][C:12](=[O:19])[C:13]3[CH:18]=[CH:17][CH:16]=[N:15][CH:14]=3)=[CH:9][NH:8][C:5]2=[N:6][CH:7]=1.[CH3:34][C:35]([O:38][C:39](O[C:39]([O:38][C:35]([CH3:37])([CH3:36])[CH3:34])=[O:40])=[O:40])([CH3:37])[CH3:36].C(N(CC)CC)C.O. (3) Given the product [I:14][N:3]1[C:2]([CH3:8])([CH3:1])[CH2:6][O:5][C:4]1=[O:7], predict the reactants needed to synthesize it. The reactants are: [CH3:1][C:2]1([CH3:8])[CH2:6][O:5][C:4](=[O:7])[NH:3]1.FC(F)(F)C(O[I:14](C1C=CC=CC=1)OC(=O)C(F)(F)F)=O.II. (4) Given the product [OH:2][C:3]1[CH:12]=[C:11]2[C:6]([C:7]([CH2:24][C:25]3[CH:30]=[CH:29][C:28]([O:31][CH2:32][CH2:33][N:34]4[CH2:35][CH2:36][CH2:37][CH2:38]4)=[CH:27][CH:26]=3)=[C:8]([C:14]3[CH:19]=[CH:18][C:17]([C:20]([F:21])([F:22])[F:23])=[CH:16][CH:15]=3)[C:9](=[O:13])[O:10]2)=[CH:5][C:4]=1[CH3:39], predict the reactants needed to synthesize it. The reactants are: C[O:2][C:3]1[CH:12]=[C:11]2[C:6]([C:7]([CH2:24][C:25]3[CH:30]=[CH:29][C:28]([O:31][CH2:32][CH2:33][N:34]4[CH2:38][CH2:37][CH2:36][CH2:35]4)=[CH:27][CH:26]=3)=[C:8]([C:14]3[CH:19]=[CH:18][C:17]([C:20]([F:23])([F:22])[F:21])=[CH:16][CH:15]=3)[C:9](=[O:13])[O:10]2)=[CH:5][C:4]=1[CH3:39].Br.CC(O)=O.